From a dataset of Catalyst prediction with 721,799 reactions and 888 catalyst types from USPTO. Predict which catalyst facilitates the given reaction. (1) Reactant: Br[C:2]1[CH:3]=[CH:4][C:5]2[O:10][CH2:9][CH:8]([CH2:11][OH:12])[O:7][C:6]=2[CH:13]=1.[CH3:14][S:15]([O-:17])=[O:16].[Na+].N1CCC[C@H]1C(O)=O.C([O-])([O-])=O.[K+].[K+]. Product: [CH3:14][S:15]([C:2]1[CH:3]=[CH:4][C:5]2[O:10][CH2:9][CH:8]([CH2:11][OH:12])[O:7][C:6]=2[CH:13]=1)(=[O:17])=[O:16]. The catalyst class is: 156. (2) Reactant: [CH3:1][N:2]1[C:6]([C:7]2[CH:12]=[CH:11][N:10]=[CH:9][CH:8]=2)=[C:5]([C:13]2[CH:18]=[CH:17][CH:16]=[CH:15][CH:14]=2)[N:4]=[CH:3]1.C([Li])CCC.CN([CH:27]=[O:28])C. Product: [CH:27]([C:3]1[N:2]([CH3:1])[C:6]([C:7]2[CH:12]=[CH:11][N:10]=[CH:9][CH:8]=2)=[C:5]([C:13]2[CH:14]=[CH:15][CH:16]=[CH:17][CH:18]=2)[N:4]=1)=[O:28]. The catalyst class is: 1. (3) Reactant: Cl.[NH2:2][CH2:3][C:4]#[N:5].[N+:6]([C:9]1[CH:16]=[CH:15][CH:14]=[CH:13][C:10]=1[CH:11]=O)([O-:8])=[O:7].[BH3-]C#N.[Na+]. Product: [N+:6]([C:9]1[CH:16]=[CH:15][CH:14]=[CH:13][C:10]=1[CH2:11][NH:5][CH2:4][C:3]#[N:2])([O-:8])=[O:7]. The catalyst class is: 5. (4) Reactant: [OH:1][C:2]1[CH:11]=[CH:10][C:5]([C:6]([O:8][CH3:9])=[O:7])=[CH:4][CH:3]=1.Br[CH2:13][CH2:14][F:15].C(=O)([O-])[O-].[K+].[K+].O. Product: [F:15][CH2:14][CH2:13][O:1][C:2]1[CH:3]=[CH:4][C:5]([C:6]([O:8][CH3:9])=[O:7])=[CH:10][CH:11]=1. The catalyst class is: 9. (5) Reactant: [C:1]([N:20]1[CH2:22][CH:21]1[CH2:23][OH:24])([C:14]1[CH:19]=[CH:18][CH:17]=[CH:16][CH:15]=1)([C:8]1[CH:13]=[CH:12][CH:11]=[CH:10][CH:9]=1)[C:2]1[CH:7]=[CH:6][CH:5]=[CH:4][CH:3]=1.[H-].[Na+].[CH2:27](Br)[C:28]1[CH:33]=[CH:32][CH:31]=[CH:30][CH:29]=1. The catalyst class is: 6. Product: [CH2:27]([O:24][CH2:23][CH:21]1[CH2:22][N:20]1[C:1]([C:8]1[CH:13]=[CH:12][CH:11]=[CH:10][CH:9]=1)([C:14]1[CH:15]=[CH:16][CH:17]=[CH:18][CH:19]=1)[C:2]1[CH:3]=[CH:4][CH:5]=[CH:6][CH:7]=1)[C:28]1[CH:33]=[CH:32][CH:31]=[CH:30][CH:29]=1. (6) Reactant: [C:1]([N:8]1[CH2:13][CH2:12][NH:11][CH2:10][CH2:9]1)([O:3][C:4]([CH3:7])([CH3:6])[CH3:5])=[O:2].[C:14](=[O:17])([O-])[O-].[K+].[K+]. Product: [C:4]([O:3][C:1]([N:8]1[CH2:9][CH2:10][N:11]([C:1]([N:8]2[CH2:13][CH2:14][O:17][CH2:10][CH2:9]2)=[O:2])[CH2:12][CH2:13]1)=[O:2])([CH3:7])([CH3:6])[CH3:5]. The catalyst class is: 245. (7) Reactant: [CH3:1][C:2]([CH3:21])([CH3:20])[CH2:3][C:4](=[O:19])[CH2:5][C@@H:6]([CH2:16][CH:17]=[CH2:18])[C:7]([NH:9][CH:10]([CH2:14][OH:15])[C:11]([O-:13])=[O:12])=O.Cl.[CH2:23](N(CC)CC)[CH3:24].[OH-].COC(NS([N+](CC)(CC)CC)(=O)=O)=O. Product: [CH3:21][C:2]([CH3:1])([CH3:20])[CH2:3][C:4](=[O:19])[CH2:5][C@H:6]([C:7]1[O:15][CH2:14][C@@H:10]([C:11]([O:13][CH2:23][CH3:24])=[O:12])[N:9]=1)[CH2:16][CH:17]=[CH2:18]. The catalyst class is: 7.